Task: Predict the reactants needed to synthesize the given product.. Dataset: Full USPTO retrosynthesis dataset with 1.9M reactions from patents (1976-2016) (1) Given the product [CH2:1]([N:8]1[C:17](=[O:18])[C:16]2[C:11](=[CH:12][C:13]([O:28][CH3:29])=[C:14]([O:19][C@H:20]3[CH2:21][CH2:22][C@@H:23]([N:26]([C:36]([N:30]4[CH2:35][CH2:34][O:33][CH2:32][CH2:31]4)=[O:37])[CH3:27])[CH2:24][CH2:25]3)[CH:15]=2)[N:10]=[CH:9]1)[C:2]1[CH:3]=[CH:4][CH:5]=[CH:6][CH:7]=1, predict the reactants needed to synthesize it. The reactants are: [CH2:1]([N:8]1[C:17](=[O:18])[C:16]2[C:11](=[CH:12][C:13]([O:28][CH3:29])=[C:14]([O:19][C@H:20]3[CH2:25][CH2:24][C@@H:23]([NH:26][CH3:27])[CH2:22][CH2:21]3)[CH:15]=2)[N:10]=[CH:9]1)[C:2]1[CH:7]=[CH:6][CH:5]=[CH:4][CH:3]=1.[N:30]1([C:36](Cl)=[O:37])[CH2:35][CH2:34][O:33][CH2:32][CH2:31]1.C(N(C(C)C)C(C)C)C. (2) Given the product [Si:21]([O:28][C@H:29]1[CH2:33][CH2:32][N:31]([C:34]2[CH:35]=[CH:36][C:37]([NH:15][C:12]3[N:13]=[CH:14][C:9]4[C:8]5[CH:16]=[CH:17][N:18]=[C:19]([F:20])[C:7]=5[N:6]([CH:1]5[CH2:2][CH2:3][CH2:4][CH2:5]5)[C:10]=4[N:11]=3)=[N:38][CH:39]=2)[CH2:30]1)([C:24]([CH3:27])([CH3:25])[CH3:26])([CH3:23])[CH3:22], predict the reactants needed to synthesize it. The reactants are: [CH:1]1([N:6]2[C:10]3[N:11]=[C:12]([NH2:15])[N:13]=[CH:14][C:9]=3[C:8]3[CH:16]=[CH:17][N:18]=[C:19]([F:20])[C:7]2=3)[CH2:5][CH2:4][CH2:3][CH2:2]1.[Si:21]([O:28][C@H:29]1[CH2:33][CH2:32][N:31]([C:34]2[CH:35]=[CH:36][C:37](Cl)=[N:38][CH:39]=2)[CH2:30]1)([C:24]([CH3:27])([CH3:26])[CH3:25])([CH3:23])[CH3:22]. (3) The reactants are: [C:1]1([CH2:7][C:8]([OH:10])=[O:9])[CH:6]=[CH:5][CH:4]=[CH:3][CH:2]=1.Br[CH2:12][C:13]([C:15]1[CH:20]=[CH:19][C:18]([S:21]([CH3:24])(=[O:23])=[O:22])=[CH:17][CH:16]=1)=O.C(N(CC)CC)C.C1CCN2C(=NCCC2)CC1.Cl. Given the product [C:1]1([C:7]2[C:8](=[O:10])[O:9][CH2:12][C:13]=2[C:15]2[CH:16]=[CH:17][C:18]([S:21]([CH3:24])(=[O:23])=[O:22])=[CH:19][CH:20]=2)[CH:6]=[CH:5][CH:4]=[CH:3][CH:2]=1, predict the reactants needed to synthesize it.